Predict the product of the given reaction. From a dataset of Forward reaction prediction with 1.9M reactions from USPTO patents (1976-2016). (1) Given the reactants [CH3:1][O:2][C:3]([C:5]1([C:8]2[O:12][N:11]=[C:10]([C:13]3[CH:18]=[CH:17][C:16]([O:19][Si](C(C)(C)C)(C)C)=[CH:15][CH:14]=3)[C:9]=2[C:27]2[CH:32]=[CH:31][CH:30]=[CH:29][CH:28]=2)[CH2:7][CH2:6]1)=[O:4].Cl.C(=O)(O)[O-].[Na+], predict the reaction product. The product is: [CH3:1][O:2][C:3]([C:5]1([C:8]2[O:12][N:11]=[C:10]([C:13]3[CH:18]=[CH:17][C:16]([OH:19])=[CH:15][CH:14]=3)[C:9]=2[C:27]2[CH:32]=[CH:31][CH:30]=[CH:29][CH:28]=2)[CH2:6][CH2:7]1)=[O:4]. (2) Given the reactants [C:1]([O:5][C:6](=[O:22])[N:7]([CH2:11][CH:12]([C:14]1[CH:19]=[CH:18][C:17]([Br:20])=[CH:16][C:15]=1[F:21])[OH:13])[CH2:8][CH2:9]O)([CH3:4])([CH3:3])[CH3:2].C1(P(C2C=CC=CC=2)C2C=CC=CC=2)C=CC=CC=1.CC(OC(/N=N/C(OC(C)C)=O)=O)C, predict the reaction product. The product is: [C:1]([O:5][C:6]([N:7]1[CH2:8][CH2:9][O:13][CH:12]([C:14]2[CH:19]=[CH:18][C:17]([Br:20])=[CH:16][C:15]=2[F:21])[CH2:11]1)=[O:22])([CH3:4])([CH3:3])[CH3:2]. (3) Given the reactants [CH:1]([Mg]Br)=[CH2:2].CON(C)[C:8](=[O:17])[CH2:9][C:10]1[CH:15]=[CH:14][CH:13]=[CH:12][C:11]=1[CH3:16], predict the reaction product. The product is: [CH3:16][C:11]1[CH:12]=[CH:13][CH:14]=[CH:15][C:10]=1[CH2:9][C:8](=[O:17])[CH:1]=[CH2:2]. (4) The product is: [F:1][C:2]1[CH:3]=[C:4]([C:23]#[N:24])[C:5]([C:8]2[CH:13]=[CH:12][CH:11]=[C:10]([C:26]3[N:30]4[N:31]=[CH:32][C:33]([C:35]([OH:38])([CH3:36])[CH3:37])=[N:34][C:29]4=[N:28][CH:27]=3)[CH:9]=2)=[CH:6][CH:7]=1. Given the reactants [F:1][C:2]1[CH:3]=[C:4]([C:23]#[N:24])[C:5]([C:8]2[CH:13]=[CH:12][CH:11]=[C:10](B3OC(C)(C)C(C)(C)O3)[CH:9]=2)=[CH:6][CH:7]=1.Br[C:26]1[N:30]2[N:31]=[CH:32][C:33]([C:35]([OH:38])([CH3:37])[CH3:36])=[N:34][C:29]2=[N:28][CH:27]=1, predict the reaction product.